This data is from Forward reaction prediction with 1.9M reactions from USPTO patents (1976-2016). The task is: Predict the product of the given reaction. (1) Given the reactants [C:1]1([C:7]2([N:14]3[CH2:19][CH2:18][CH:17]([N:20]4[C:24]5[CH:25]=[CH:26][CH:27]=[CH:28][C:23]=5N[C:21]4=O)[CH2:16][CH2:15]3)[CH2:13][CH2:12][CH2:11][CH2:10][CH2:9][CH2:8]2)[CH:6]=[CH:5][CH:4]=[CH:3][CH:2]=1.P(Cl)(Cl)([Cl:32])=O.[NH3:35], predict the reaction product. The product is: [Cl:32][C:21]1[N:20]([CH:17]2[CH2:18][CH2:19][N:14]([C:7]3([C:1]4[CH:2]=[CH:3][CH:4]=[CH:5][CH:6]=4)[CH2:8][CH2:9][CH2:10][CH2:11][CH2:12][CH2:13]3)[CH2:15][CH2:16]2)[C:24]2[CH:23]=[CH:28][CH:27]=[CH:26][C:25]=2[N:35]=1. (2) Given the reactants [Cl:1][C:2]1[CH:8]=[CH:7][C:5]([NH2:6])=[CH:4][C:3]=1[N+:9]([O-:11])=[O:10].[CH3:12][S:13](Cl)(=[O:15])=[O:14].N1C=CC=CC=1, predict the reaction product. The product is: [Cl:1][C:2]1[CH:8]=[CH:7][C:5]([NH:6][S:13]([CH3:12])(=[O:15])=[O:14])=[CH:4][C:3]=1[N+:9]([O-:11])=[O:10]. (3) Given the reactants [NH2:1][C:2]1[C:7]([N+:8]([O-])=O)=[CH:6][C:5]([F:11])=[CH:4][N:3]=1.CC(O)=O, predict the reaction product. The product is: [F:11][C:5]1[CH:6]=[C:7]([NH2:8])[C:2]([NH2:1])=[N:3][CH:4]=1. (4) Given the reactants [OH:1][C:2]1[CH:7]=[CH:6][C:5]([C:8]2[N:13]=[C:12]([NH:14][C:15]3[CH:23]=[CH:22][C:18]([C:19](O)=[O:20])=[CH:17][C:16]=3[O:24][CH3:25])[CH:11]=[N:10][CH:9]=2)=[CH:4][CH:3]=1.[CH2:26]([N:28]([CH2:31]C)[CH2:29]C)[CH3:27].C[N:34](C(ON1N=NC2C=CC=CC1=2)=[N+](C)C)C.[B-](F)(F)(F)F, predict the reaction product. The product is: [CH3:29][N:28]([CH3:31])[CH2:26][CH2:27][NH:34][C:19](=[O:20])[C:18]1[CH:22]=[CH:23][C:15]([NH:14][C:12]2[CH:11]=[N:10][CH:9]=[C:8]([C:5]3[CH:4]=[CH:3][C:2]([OH:1])=[CH:7][CH:6]=3)[N:13]=2)=[C:16]([O:24][CH3:25])[CH:17]=1. (5) The product is: [Cl:13][C:11]1[C:10]2[NH:9][N:8]=[CH:7][C:6]=2[C:5]2[CH2:14][N:15]([CH2:18][C:19]([F:21])([F:20])[F:22])[C:16](=[O:17])[C@H:2]([NH:1][C:39]([N:66]3[CH2:67][CH2:68][CH:63]([C:58]4[C:59](=[O:62])[NH:60][C:61]5[C:56]([CH:57]=4)=[CH:55][CH:54]=[CH:53][C:52]=5[F:51])[CH2:64][CH2:65]3)=[N:40][C:41]#[N:42])[CH2:3][C:4]=2[CH:12]=1. Given the reactants [NH2:1][C@H:2]1[C:16](=[O:17])[N:15]([CH2:18][C:19]([F:22])([F:21])[F:20])[CH2:14][C:5]2[C:6]3[CH:7]=[N:8][NH:9][C:10]=3[C:11]([Cl:13])=[CH:12][C:4]=2[CH2:3]1.C(N(CC)C(C)C)(C)C.C1C=CC(O[C:39](OC2C=CC=CC=2)=[N:40][C:41]#[N:42])=CC=1.Cl.[F:51][C:52]1[CH:53]=[CH:54][CH:55]=[C:56]2[C:61]=1[NH:60][C:59](=[O:62])[C:58]([CH:63]1[CH2:68][CH2:67][NH:66][CH2:65][CH2:64]1)=[CH:57]2, predict the reaction product.